The task is: Predict the product of the given reaction.. This data is from Forward reaction prediction with 1.9M reactions from USPTO patents (1976-2016). (1) The product is: [CH2:10]([O:17][C:2]1[CH:9]=[CH:8][C:5]([C:6]#[N:7])=[CH:4][N:3]=1)[C:11]1[CH:16]=[CH:15][CH:14]=[CH:13][CH:12]=1. Given the reactants Cl[C:2]1[CH:9]=[CH:8][C:5]([C:6]#[N:7])=[CH:4][N:3]=1.[CH2:10]([OH:17])[C:11]1[CH:16]=[CH:15][CH:14]=[CH:13][CH:12]=1.[OH-].[K+], predict the reaction product. (2) Given the reactants [Cl:1][C:2]1[C:11]2[C:6](=[CH:7][C:8]([O:12][CH3:13])=[CH:9][CH:10]=2)[C:5]([C:14]2[CH:19]=[CH:18][CH:17]=[CH:16][CH:15]=2)=[C:4]([CH3:20])[N:3]=1.[OH-].[K+], predict the reaction product. The product is: [Cl-:1].[CH3:13][O:12][C:8]1[CH:7]=[C:6]2[C:11](=[CH:10][CH:9]=1)[CH:2]=[NH+:3][C:4]([CH3:20])=[C:5]2[C:14]1[CH:19]=[CH:18][CH:17]=[CH:16][CH:15]=1. (3) Given the reactants [C:1]([C:4]1[C:5](=[O:16])[O:6][C:7]2[C:12]([CH:13]=1)=[CH:11][CH:10]=[C:9]([CH2:14][OH:15])[CH:8]=2)(=[O:3])[CH3:2].[Br:17]Br, predict the reaction product. The product is: [Br:17][CH2:2][C:1]([C:4]1[C:5](=[O:16])[O:6][C:7]2[C:12]([CH:13]=1)=[CH:11][CH:10]=[C:9]([CH2:14][OH:15])[CH:8]=2)=[O:3]. (4) Given the reactants F[C:2]1[CH:3]=[C:4]([CH:14]=[CH:15][C:16]=1[N+:17]([O-:19])=[O:18])[O:5][CH2:6][C:7]1[CH:12]=[CH:11][C:10]([CH3:13])=[CH:9][N:8]=1.Cl.[Br:21][C:22]1[CH:29]=[CH:28][C:25]([CH2:26][NH2:27])=[C:24]([F:30])[CH:23]=1.CCN(C(C)C)C(C)C, predict the reaction product. The product is: [Br:21][C:22]1[CH:29]=[CH:28][C:25]([CH2:26][NH:27][C:2]2[CH:3]=[C:4]([O:5][CH2:6][C:7]3[CH:12]=[CH:11][C:10]([CH3:13])=[CH:9][N:8]=3)[CH:14]=[CH:15][C:16]=2[N+:17]([O-:19])=[O:18])=[C:24]([F:30])[CH:23]=1. (5) Given the reactants S(Cl)(Cl)=O.[Cl:5][C:6]1[CH:11]=[CH:10][C:9]([N+:12]([O-:14])=[O:13])=[CH:8][C:7]=1[S:15]([OH:18])(=O)=[O:16].S(Cl)(Cl)(=O)=O.[NH4+:24].[OH-], predict the reaction product. The product is: [Cl:5][C:6]1[CH:11]=[CH:10][C:9]([N+:12]([O-:14])=[O:13])=[CH:8][C:7]=1[S:15]([NH2:24])(=[O:18])=[O:16].